The task is: Predict the product of the given reaction.. This data is from Forward reaction prediction with 1.9M reactions from USPTO patents (1976-2016). (1) Given the reactants [F:1][C:2]1[CH:7]=[CH:6][C:5]([C@H:8]([CH2:18][C:19]([N:21]2[CH2:26][CH2:25][O:24][CH2:23][CH2:22]2)=[O:20])[C:9]([NH:11][C@H:12]([CH:16]=O)[CH:13]([CH3:15])[CH3:14])=[O:10])=[CH:4][CH:3]=1.[NH2:27][C:28]1[CH:29]=[CH:30][C:31]([O:34][CH3:35])=[N:32][CH:33]=1.C(O)(=O)C.C([BH3-])#N.[Na+], predict the reaction product. The product is: [F:1][C:2]1[CH:7]=[CH:6][C:5]([C@H:8]([CH2:18][C:19]([N:21]2[CH2:26][CH2:25][O:24][CH2:23][CH2:22]2)=[O:20])[C:9]([NH:11][C@H:12]([CH2:16][NH:27][C:28]2[CH:33]=[N:32][C:31]([O:34][CH3:35])=[CH:30][CH:29]=2)[CH:13]([CH3:14])[CH3:15])=[O:10])=[CH:4][CH:3]=1. (2) The product is: [CH3:1][N:2]1[C:10]2[C:5](=[CH:6][C:7]([CH2:11][NH2:12])=[CH:8][CH:9]=2)[CH:4]=[C:3]1[C:13]([F:14])([F:15])[F:16]. Given the reactants [CH3:1][N:2]1[C:10]2[C:5](=[CH:6][C:7]([C:11]#[N:12])=[CH:8][CH:9]=2)[CH:4]=[C:3]1[C:13]([F:16])([F:15])[F:14].N, predict the reaction product. (3) Given the reactants COC(=O)[C@H]([O:11][C:12]1[C:13](=[O:45])[N:14]([C:38]2[N:39]=[N:40][C:41]([CH3:44])=[CH:42][CH:43]=2)[C@@H:15]([C:28]2[CH:29]=[N:30][C:31]([C:34]([F:37])([F:36])[F:35])=[CH:32][CH:33]=2)[C:16]=1[C:17](=[O:27])[C:18]1[CH:23]=[CH:22][C:21]([CH:24]([CH3:26])[CH3:25])=[CH:20][CH:19]=1)C1C=CC=CC=1, predict the reaction product. The product is: [OH:11][C:12]1[C:13](=[O:45])[N:14]([C:38]2[N:39]=[N:40][C:41]([CH3:44])=[CH:42][CH:43]=2)[C@@H:15]([C:28]2[CH:29]=[N:30][C:31]([C:34]([F:35])([F:36])[F:37])=[CH:32][CH:33]=2)[C:16]=1[C:17](=[O:27])[C:18]1[CH:23]=[CH:22][C:21]([CH:24]([CH3:26])[CH3:25])=[CH:20][CH:19]=1. (4) The product is: [C:1]([O:5][C:6]([N:8]1[CH:13]([CH2:14][CH3:15])[CH2:12][CH:11]([NH:16][C:28]2[N:29]=[CH:30][C:25]([Br:24])=[CH:26][N:27]=2)[CH2:10][CH:9]1[CH2:17][C:18]1[CH:19]=[CH:20][CH:21]=[CH:22][CH:23]=1)=[O:7])([CH3:2])([CH3:3])[CH3:4]. Given the reactants [C:1]([O:5][C:6]([N:8]1[CH:13]([CH2:14][CH3:15])[CH2:12][CH:11]([NH2:16])[CH2:10][CH:9]1[CH2:17][C:18]1[CH:23]=[CH:22][CH:21]=[CH:20][CH:19]=1)=[O:7])([CH3:4])([CH3:3])[CH3:2].[Br:24][C:25]1[CH:26]=[N:27][C:28](Cl)=[N:29][CH:30]=1.C(N(CC)C(C)C)(C)C, predict the reaction product. (5) Given the reactants [Br:1][C:2]1[CH:3]=[C:4]([OH:9])[CH:5]=[C:6]([Br:8])[CH:7]=1.[F:10][C:11]([F:22])([F:21])[C:12]1[CH:13]=[C:14](B(O)O)[CH:15]=[CH:16][CH:17]=1.C(O)(=O)CC(CC(O)=O)(C(O)=O)O, predict the reaction product. The product is: [Br:1][C:2]1[CH:3]=[C:4]([O:9][C:16]2[CH:15]=[CH:14][CH:13]=[C:12]([C:11]([F:22])([F:21])[F:10])[CH:17]=2)[CH:5]=[C:6]([Br:8])[CH:7]=1. (6) Given the reactants [Br:1][C:2]1[CH:7]=[CH:6][C:5]([CH:8]2[CH2:11][CH2:10][NH:9]2)=[CH:4][CH:3]=1.C(N(CC)CC)C.[C:19](OC(=O)C)(=[O:21])[CH3:20].C(OCC)(=O)C, predict the reaction product. The product is: [Br:1][C:2]1[CH:3]=[CH:4][C:5]([CH:8]2[CH2:11][CH2:10][N:9]2[C:19](=[O:21])[CH3:20])=[CH:6][CH:7]=1. (7) Given the reactants C(OC([N:11]1[CH2:15][CH:14]([F:16])[CH:13]([CH3:17])[C@H:12]1[C:18]([OH:20])=[O:19])=O)C1C=CC=CC=1, predict the reaction product. The product is: [F:16][CH:14]1[CH2:15][NH:11][C@H:12]([C:18]([OH:20])=[O:19])[CH:13]1[CH3:17].